From a dataset of hERG Central: cardiac toxicity at 1µM, 10µM, and general inhibition. Predict hERG channel inhibition at various concentrations. (1) The molecule is c1ccc2c(c1)CC(CN1CCNCC1)O2. Results: hERG_inhib (hERG inhibition (general)): blocker. (2) The molecule is Cc1ccc(C)c(S(=O)(=O)N2CCN(c3nc(CN4CCOCC4)nc4sc(C)c(C)c34)CC2)c1. Results: hERG_inhib (hERG inhibition (general)): blocker.